Dataset: Catalyst prediction with 721,799 reactions and 888 catalyst types from USPTO. Task: Predict which catalyst facilitates the given reaction. (1) Product: [Br:1][C:2]1[CH:16]=[C:15](/[CH:17]=[CH:18]/[CH:19]([C:24]2[CH:25]=[C:26]([Cl:32])[C:27]([Cl:31])=[C:28]([Cl:30])[CH:29]=2)[C:20]([F:23])([F:21])[F:22])[CH:14]=[CH:13][C:3]=1[C:4]([NH:6][CH:7]1[CH2:12][CH2:11][N:10]([CH2:34][CH2:35][OH:36])[CH2:9][CH2:8]1)=[O:5]. Reactant: [Br:1][C:2]1[CH:16]=[C:15](/[CH:17]=[CH:18]/[CH:19]([C:24]2[CH:29]=[C:28]([Cl:30])[C:27]([Cl:31])=[C:26]([Cl:32])[CH:25]=2)[C:20]([F:23])([F:22])[F:21])[CH:14]=[CH:13][C:3]=1[C:4]([NH:6][CH:7]1[CH2:12][CH2:11][NH:10][CH2:9][CH2:8]1)=[O:5].Cl[CH2:34][CH2:35][OH:36]. The catalyst class is: 56. (2) Reactant: [NH2:1][C:2]1[CH:7]=[C:6]([C:8]([F:11])([F:10])[F:9])[CH:5]=[CH:4][N:3]=1.C1C(=O)N([Br:19])C(=O)C1.C(Cl)Cl.[OH-].[Na+]. Product: [Br:19][C:5]1[C:6]([C:8]([F:9])([F:11])[F:10])=[CH:7][C:2]([NH2:1])=[N:3][CH:4]=1. The catalyst class is: 22. (3) Reactant: [Cl:1][C:2]1[C:7]([Cl:8])=[CH:6][CH:5]=[CH:4][C:3]=1[CH:9]([NH:12][NH:13][C:14]([NH2:16])=[NH:15])[C:10]#[N:11].C. Product: [CH:5]1[CH:6]=[C:7]([Cl:8])[C:2]([Cl:1])=[C:3]([C:9]2[N:12]=[N:13][C:14]([NH2:16])=[N:15][C:10]=2[NH2:11])[CH:4]=1. The catalyst class is: 259.